This data is from Reaction yield outcomes from USPTO patents with 853,638 reactions. The task is: Predict the reaction yield, written as a fraction of the theoretical maximum amount of product (1.0 means a 100% yield; for example, 0.34 means a 34% yield). (1) The product is [F:7][C:8]([F:12])([F:11])[CH2:9][CH2:10][S:1][CH2:2][CH2:3][C:4]([OH:6])=[O:5]. The yield is 0.760. The reactants are [SH:1][CH2:2][CH2:3][C:4]([OH:6])=[O:5].[F:7][C:8]([F:12])([F:11])[CH:9]=[CH2:10]. The catalyst is C1(C)C=CC=CC=1. (2) The reactants are Br[C:2]1[CH:7]=[CH:6][C:5]([C:8]([F:11])([F:10])[F:9])=[CH:4][CH:3]=1.[N:12]1([C:18]([O:20][C:21]([CH3:24])([CH3:23])[CH3:22])=[O:19])[CH2:17][CH2:16][NH:15][CH2:14][CH2:13]1.CC(C)([O-])C.[Na+].C(OCC)(=O)C. The catalyst is C1(C)C=CC=CC=1.C1C=CC(/C=C/C(/C=C/C2C=CC=CC=2)=O)=CC=1.C1C=CC(/C=C/C(/C=C/C2C=CC=CC=2)=O)=CC=1.[Pd].C1(C)C=CC=CC=1P(C1C=CC=CC=1C)C1C=CC=CC=1C.O. The product is [F:9][C:8]([F:11])([F:10])[C:5]1[CH:6]=[CH:7][C:2]([N:15]2[CH2:14][CH2:13][N:12]([C:18]([O:20][C:21]([CH3:24])([CH3:23])[CH3:22])=[O:19])[CH2:17][CH2:16]2)=[CH:3][CH:4]=1. The yield is 0.870.